From a dataset of Full USPTO retrosynthesis dataset with 1.9M reactions from patents (1976-2016). Predict the reactants needed to synthesize the given product. (1) Given the product [OH:8][CH:7]([C:2]1[CH:3]=[CH:4][CH:5]=[CH:6][N:1]=1)[C:9]1([CH:13]2[CH2:17][CH2:16][N:15]([C:18]([O:20][C:21]([CH3:24])([CH3:23])[CH3:22])=[O:19])[CH2:14]2)[CH2:12][CH2:11][CH2:10]1, predict the reactants needed to synthesize it. The reactants are: [N:1]1[CH:6]=[CH:5][CH:4]=[CH:3][C:2]=1[C:7]([C:9]1([CH:13]2[CH2:17][CH2:16][N:15]([C:18]([O:20][C:21]([CH3:24])([CH3:23])[CH3:22])=[O:19])[CH2:14]2)[CH2:12][CH2:11][CH2:10]1)=[O:8].[BH4-].[Na+]. (2) Given the product [Br:24][C:20]1[CH:19]=[C:18]([C@@H:16]([N:12]2[CH2:11][CH2:10][C@:9]([CH2:8][CH2:7][CH2:6][NH:42][S:39]([CH3:38])(=[O:41])=[O:40])([C:25]3[CH:26]=[CH:27][C:28]([F:31])=[CH:29][CH:30]=3)[O:14][C:13]2=[O:15])[CH3:17])[CH:23]=[CH:22][CH:21]=1, predict the reactants needed to synthesize it. The reactants are: CS(O[CH2:6][CH2:7][CH2:8][C@@:9]1([C:25]2[CH:30]=[CH:29][C:28]([F:31])=[CH:27][CH:26]=2)[O:14][C:13](=[O:15])[N:12]([C@H:16]([C:18]2[CH:23]=[CH:22][CH:21]=[C:20]([Br:24])[CH:19]=2)[CH3:17])[CH2:11][CH2:10]1)(=O)=O.C([O-])([O-])=O.[K+].[K+].[CH3:38][S:39]([NH2:42])(=[O:41])=[O:40]. (3) Given the product [Cl:1][C:2]1[CH:3]=[C:4]2[C:8](=[CH:9][CH:10]=1)[NH:7][CH:6]=[C:5]2[C:11](=[O:15])[C:12]([Cl:14])=[O:13], predict the reactants needed to synthesize it. The reactants are: [Cl:1][C:2]1[CH:3]=[C:4]2[C:8](=[CH:9][CH:10]=1)[NH:7][CH:6]=[CH:5]2.[C:11](Cl)(=[O:15])[C:12]([Cl:14])=[O:13]. (4) Given the product [CH:1]1([C:5]2[C:10]([O:11][C:24]3[N:29]=[C:28]([NH2:30])[CH:27]=[CH:26][N:25]=3)=[C:9]([F:12])[C:8]([C:13]3[CH:22]=[N:21][C:20]4[NH:19][CH2:18][CH2:17][O:16][C:15]=4[CH:14]=3)=[CH:7][CH:6]=2)[CH2:2][CH2:3][CH2:4]1, predict the reactants needed to synthesize it. The reactants are: [CH:1]1([C:5]2[C:10]([OH:11])=[C:9]([F:12])[C:8]([C:13]3[CH:22]=[N:21][C:20]4[NH:19][CH2:18][CH2:17][O:16][C:15]=4[CH:14]=3)=[CH:7][CH:6]=2)[CH2:4][CH2:3][CH2:2]1.Cl[C:24]1[N:29]=[C:28]([NH2:30])[CH:27]=[CH:26][N:25]=1. (5) Given the product [C:2]([N:25]1[CH:5]([C:6]2[CH:11]=[CH:10][CH:9]=[CH:8][CH:7]=2)[CH:12]2[CH2:13][O:14][C:15]3[CH:16]=[CH:17][C:18]([F:23])=[CH:19][C:20]=3[C:21]2=[N:26]1)(=[O:4])[CH3:1], predict the reactants needed to synthesize it. The reactants are: [CH3:1][C:2]([OH:4])=O.[CH:5](=[C:12]1/[CH2:13][O:14][C:15]2[C:20]([C:21]/1=O)=[CH:19][C:18]([F:23])=[CH:17][CH:16]=2)/[C:6]1[CH:11]=[CH:10][CH:9]=[CH:8][CH:7]=1.O.[NH2:25][NH2:26]. (6) Given the product [CH2:1]([O:3][C:4]([CH:6]1[CH2:11][CH2:10][N:9]([C:12]([O:14][C:15]([CH3:18])([CH3:17])[CH3:16])=[O:13])[CH2:8][CH:7]1[NH:19][S:40]([C:37]1[CH:38]=[CH:39][C:34]([O:33][CH2:32][C:30]2[C:29]3[C:24](=[CH:25][CH:26]=[CH:27][CH:28]=3)[N:23]=[C:22]([CH3:21])[CH:31]=2)=[CH:35][CH:36]=1)(=[O:41])=[O:42])=[O:5])[CH3:2], predict the reactants needed to synthesize it. The reactants are: [CH2:1]([O:3][C:4]([CH:6]1[CH2:11][CH2:10][N:9]([C:12]([O:14][C:15]([CH3:18])([CH3:17])[CH3:16])=[O:13])[CH2:8][CH:7]1[NH2:19])=[O:5])[CH3:2].Cl.[CH3:21][C:22]1[CH:31]=[C:30]([CH2:32][O:33][C:34]2[CH:39]=[CH:38][C:37]([S:40](Cl)(=[O:42])=[O:41])=[CH:36][CH:35]=2)[C:29]2[C:24](=[CH:25][CH:26]=[CH:27][CH:28]=2)[N:23]=1.C([O-])(O)=O.[Na+]. (7) Given the product [CH3:22][N:24]([CH3:25])[CH2:2][CH2:3][C:4]1[CH:5]=[CH:6][CH:7]=[C:8]2[C:12]=1[NH:11][CH:10]=[C:9]2[C:13](=[O:21])[CH2:14][C:15]1[CH:20]=[CH:19][CH:18]=[CH:17][CH:16]=1, predict the reactants needed to synthesize it. The reactants are: O[CH2:2][CH2:3][C:4]1[CH:5]=[CH:6][CH:7]=[C:8]2[C:12]=1[NH:11][CH:10]=[C:9]2[C:13](=[O:21])[CH2:14][C:15]1[CH:20]=[CH:19][CH:18]=[CH:17][CH:16]=1.[CH2:22]([N:24](CC)[CH2:25]C)C.S(Cl)(C)(=O)=O.CNC.C1COCC1.